Dataset: Full USPTO retrosynthesis dataset with 1.9M reactions from patents (1976-2016). Task: Predict the reactants needed to synthesize the given product. (1) Given the product [C:1]([CH:3]1[CH2:6][N:5]([C:7](=[O:40])[C@H:8]([NH:10][C:11]([C:13]2[C:21]3[C:16](=[N:17][CH:18]=[C:19]([N:22]4[C:30]5[C:25](=[CH:26][C:27]([Cl:31])=[CH:28][CH:29]=5)[CH:24]=[N:23]4)[N:20]=3)[NH:15][CH:14]=2)=[O:12])[CH3:9])[CH2:4]1)#[N:2], predict the reactants needed to synthesize it. The reactants are: [C:1]([CH:3]1[CH2:6][N:5]([C:7](=[O:40])[C@H:8]([NH:10][C:11]([C:13]2[C:21]3[C:16](=[N:17][CH:18]=[C:19]([N:22]4[C:30]5[C:25](=[CH:26][C:27]([Cl:31])=[CH:28][CH:29]=5)[CH:24]=[N:23]4)[N:20]=3)[N:15](COCC[Si](C)(C)C)[CH:14]=2)=[O:12])[CH3:9])[CH2:4]1)#[N:2].C(O)(C(F)(F)F)=O.C(N)CN. (2) Given the product [Br:1][C:2]1[CH:10]=[C:9]2[C:5]([C:6]([CH2:11][N:12]([CH3:20])[C:13](=[O:19])[O:14][C:15]([CH3:16])([CH3:17])[CH3:18])=[CH:7][N:8]2[S:31]([C:27]2[CH:28]=[CH:29][CH:30]=[C:25]([C:24]([F:23])([F:35])[F:36])[CH:26]=2)(=[O:33])=[O:32])=[CH:4][CH:3]=1, predict the reactants needed to synthesize it. The reactants are: [Br:1][C:2]1[CH:10]=[C:9]2[C:5]([C:6]([CH2:11][N:12]([CH3:20])[C:13](=[O:19])[O:14][C:15]([CH3:18])([CH3:17])[CH3:16])=[CH:7][NH:8]2)=[CH:4][CH:3]=1.[H-].[Na+].[F:23][C:24]([F:36])([F:35])[C:25]1[CH:26]=[C:27]([S:31](Cl)(=[O:33])=[O:32])[CH:28]=[CH:29][CH:30]=1.[Cl-].[NH4+]. (3) The reactants are: [O:1]=[S:2]1(=[O:30])[C:7]2[CH:8]=[CH:9][CH:10]=[CH:11][C:6]=2[NH:5][C:4](=[O:12])[N:3]1[C:13]1[CH:14]=[C:15](CNC(=O)OC(C)(C)C)[C:16]([O:19][CH3:20])=[N:17][CH:18]=1.[F:31][C:32]1[CH:39]=[C:38]([O:40][CH3:41])[CH:37]=[C:36]([F:42])[C:33]=1[CH2:34]Br.C([O-])([O-])=O.[K+].[K+].C(O)(C(F)(F)F)=O.FC1C=C(OC)C=C(F)C=1[CH2:59][N:60]1C2C=CC=CC=2S(=O)(=O)N(C2C=CC(OC)=C(NC)N=2)C1=O. Given the product [F:31][C:32]1[CH:39]=[C:38]([O:40][CH3:41])[CH:37]=[C:36]([F:42])[C:33]=1[CH2:34][N:5]1[C:6]2[CH:11]=[CH:10][CH:9]=[CH:8][C:7]=2[S:2](=[O:30])(=[O:1])[N:3]([C:13]2[CH:18]=[N:17][C:16]([O:19][CH3:20])=[C:15]([NH:60][CH3:59])[CH:14]=2)[C:4]1=[O:12], predict the reactants needed to synthesize it. (4) Given the product [Cl:27][C:24]1[CH:23]=[CH:22][C:21]([S:20][C:4]2[C:3]3[C:2]([C:33]4[CH:38]=[CH:37][CH:36]=[CH:35][CH:34]=4)=[CH:10][C:9]([F:11])=[CH:8][C:7]=3[N:6]3[CH2:12][CH2:13][CH:14]([CH2:15][C:16]([OH:18])=[O:17])[C:5]=23)=[CH:26][CH:25]=1, predict the reactants needed to synthesize it. The reactants are: Br[C:2]1[C:3]2[C:4]([S:20][C:21]3[CH:26]=[CH:25][C:24]([Cl:27])=[CH:23][CH:22]=3)=[C:5]3[CH:14]([CH2:15][C:16]([O:18]C)=[O:17])[CH2:13][CH2:12][N:6]3[C:7]=2[CH:8]=[C:9]([F:11])[CH:10]=1.C([Sn](CCCC)(CCCC)[C:33]1[CH:38]=[CH:37][CH:36]=[CH:35][CH:34]=1)CCC. (5) The reactants are: C[O:2]C1C(OC)=CC2N(C)C(=O)CN=C(C3C=C(C=CC=3)C#N)C=2C=1.[CH3:26][O:27][C:28]1[C:29]([O:55][CH3:56])=[C:30]([C:49]2[CH:54]=[CH:53][CH:52]=[CH:51][CH:50]=2)[C:31]2[N:37]([CH3:38])[C:36](=[O:39])[CH2:35][N:34]=[C:33]([C:40]3[CH:41]=[C:42]([CH:45]=[CH:46][CH:47]=3)[C:43]#[N:44])[C:32]=2[CH:48]=1. Given the product [CH3:26][O:27][C:28]1[C:29]([O:55][CH3:56])=[C:30]([C:49]2[CH:54]=[CH:53][CH:52]=[CH:51][CH:50]=2)[C:31]2[N:37]([CH3:38])[C:36](=[O:39])[CH2:35][N:34]=[C:33]([C:40]3[CH:41]=[C:42]([CH:45]=[CH:46][CH:47]=3)[C:43]([NH2:44])=[O:2])[C:32]=2[CH:48]=1, predict the reactants needed to synthesize it. (6) Given the product [Cl:22][C:23]1[CH:24]=[C:25]([C:2]2[S:6][C:5]([S:7]([NH:10][C:11]3[CH:16]=[CH:15][CH:14]=[C:13]([C:17]4[NH:21][N:20]=[N:19][N:18]=4)[CH:12]=3)(=[O:9])=[O:8])=[CH:4][CH:3]=2)[CH:26]=[CH:27][C:28]=1[Cl:29], predict the reactants needed to synthesize it. The reactants are: Br[C:2]1[S:6][C:5]([S:7]([NH:10][C:11]2[CH:16]=[CH:15][CH:14]=[C:13]([C:17]3[NH:21][N:20]=[N:19][N:18]=3)[CH:12]=2)(=[O:9])=[O:8])=[CH:4][CH:3]=1.[Cl:22][C:23]1[CH:24]=[C:25](B(O)O)[CH:26]=[CH:27][C:28]=1[Cl:29]. (7) The reactants are: [CH:1]([O:4][C:5]1[N:10]=[C:9]([C:11]2[CH:12]=[C:13]3[C:17](=[CH:18][CH:19]=2)[N:16](S(C2C=CC(C)=CC=2)(=O)=O)[CH:15]=[C:14]3[C:30]2[N:35]=[C:34]([NH:36][C@@H:37]3[CH2:42][CH2:41][CH2:40][N:39]([C:43]([O:45][C:46]([CH3:49])([CH3:48])[CH3:47])=[O:44])[CH2:38]3)[CH:33]=[N:32][CH:31]=2)[CH:8]=[N:7][CH:6]=1)([CH3:3])[CH3:2]. Given the product [CH:1]([O:4][C:5]1[N:10]=[C:9]([C:11]2[CH:12]=[C:13]3[C:17](=[CH:18][CH:19]=2)[NH:16][CH:15]=[C:14]3[C:30]2[N:35]=[C:34]([NH:36][C@@H:37]3[CH2:42][CH2:41][CH2:40][N:39]([C:43]([O:45][C:46]([CH3:48])([CH3:47])[CH3:49])=[O:44])[CH2:38]3)[CH:33]=[N:32][CH:31]=2)[CH:8]=[N:7][CH:6]=1)([CH3:3])[CH3:2], predict the reactants needed to synthesize it. (8) Given the product [Br:1][C:2]1[C:3]([CH:8]([OH:9])[CH3:10])=[N:4][N:5]([CH3:7])[CH:6]=1, predict the reactants needed to synthesize it. The reactants are: [Br:1][C:2]1[C:3]([CH:8]=[O:9])=[N:4][N:5]([CH3:7])[CH:6]=1.[CH3:10][Mg]Br. (9) Given the product [C:15]1(=[O:25])[N:19]([CH2:2][CH2:3][C:4]2[CH:14]=[CH:13][C:7]([C:8]([O:10][CH2:11][CH3:12])=[O:9])=[CH:6][CH:5]=2)[C:18](=[O:20])[C:17]2=[CH:21][CH:22]=[CH:23][CH:24]=[C:16]12, predict the reactants needed to synthesize it. The reactants are: O[CH2:2][CH2:3][C:4]1[CH:14]=[CH:13][C:7]([C:8]([O:10][CH2:11][CH3:12])=[O:9])=[CH:6][CH:5]=1.[C:15]1(=[O:25])[NH:19][C:18](=[O:20])[C:17]2=[CH:21][CH:22]=[CH:23][CH:24]=[C:16]12.C1(P(C2C=CC=CC=2)C2C=CC=CC=2)C=CC=CC=1.N(C(OCC)=O)=NC(OCC)=O.C1(C)C=CC=CC=1.